This data is from Reaction yield outcomes from USPTO patents with 853,638 reactions. The task is: Predict the reaction yield, written as a fraction of the theoretical maximum amount of product (1.0 means a 100% yield; for example, 0.34 means a 34% yield). (1) The reactants are S(=O)(=O)(O)O.C(=O)(O)[O-].[Na+].[C:11]([O:14][C:15]1[CH:20]2[C:21]([CH3:27])([CH3:26])[CH:22]3[CH2:25][C:19]2([CH2:24][CH2:23]3)[C:18]([CH3:29])([CH3:28])[CH2:17][CH:16]=1)(=[O:13])[CH3:12]. The catalyst is C(OC(C)=C)(=O)C. The product is [C:11]([O:14][C:15]1[CH2:16][CH2:17][C:18]([CH3:29])([CH3:28])[C:19]23[CH2:25][CH:22]([CH2:23][CH2:24]2)[C:21]([CH3:27])([CH3:26])[C:20]=13)(=[O:13])[CH3:12]. The yield is 0.900. (2) The reactants are [O:1]1[C:10]2[C:5](=[CH:6][CH:7]=[CH:8][CH:9]=2)[CH2:4][CH2:3][CH:2]1[C:11]([NH2:13])=[O:12].[Cl:14][S:15](O)(=[O:17])=[O:16]. No catalyst specified. The product is [C:11]([CH:2]1[CH2:3][CH2:4][C:5]2[C:10](=[CH:9][CH:8]=[C:7]([S:15]([Cl:14])(=[O:17])=[O:16])[CH:6]=2)[O:1]1)(=[O:12])[NH2:13]. The yield is 0.730. (3) The catalyst is CCO. The product is [CH3:1][N:2]([CH3:19])[CH:3]1[CH2:8][CH2:7][C:6]([C:9]2[C:17]3[C:12](=[CH:13][CH:14]=[C:15]([NH:18][C:26]([C:22]4[S:21][CH:25]=[CH:24][CH:23]=4)=[NH:27])[CH:16]=3)[NH:11][CH:10]=2)=[CH:5][CH2:4]1. The reactants are [CH3:1][N:2]([CH3:19])[CH:3]1[CH2:8][CH2:7][C:6]([C:9]2[C:17]3[C:12](=[CH:13][CH:14]=[C:15]([NH2:18])[CH:16]=3)[NH:11][CH:10]=2)=[CH:5][CH2:4]1.I.[S:21]1[CH:25]=[CH:24][CH:23]=[C:22]1[C:26](SC)=[NH:27]. The yield is 0.900. (4) The reactants are [C:1]([NH:4][CH2:5][C:6]([OH:8])=O)(=[O:3])[CH3:2].C(N(CC)CC)C.ClC(OCC(C)C)=O.[NH2:24][C:25]1[CH:30]=[CH:29][CH:28]=[CH:27][C:26]=1[C:31]([C:33]1[CH:38]=[CH:37][C:36]([F:39])=[CH:35][CH:34]=1)=[O:32]. The catalyst is C(Cl)Cl. The product is [C:1]([NH:4][CH2:5][C:6]([NH:24][C:25]1[CH:30]=[CH:29][CH:28]=[CH:27][C:26]=1[C:31](=[O:32])[C:33]1[CH:38]=[CH:37][C:36]([F:39])=[CH:35][CH:34]=1)=[O:8])(=[O:3])[CH3:2]. The yield is 0.910. (5) The reactants are [F:1][C:2]([F:17])([F:16])[C:3]1[N:8]=[N:7][C:6]([C:9]2[CH:14]=[CH:13][NH:12][C:11](=[O:15])[CH:10]=2)=[CH:5][CH:4]=1.Br[C:19]1[CH:20]=[CH:21][C:22]2[C:23]3[CH2:33][CH2:32][N:31]([C:34]([O:36][C:37]([CH3:40])([CH3:39])[CH3:38])=[O:35])[CH2:30][CH2:29][C:24]=3[N:25]([CH3:28])[C:26]=2[CH:27]=1.OC1C=CC=C2C=1N=CC=C2.C([O-])([O-])=O.[Cs+].[Cs+]. The catalyst is CS(C)=O.[Cu]I. The product is [CH3:28][N:25]1[C:26]2[CH:27]=[C:19]([N:12]3[CH:13]=[CH:14][C:9]([C:6]4[N:7]=[N:8][C:3]([C:2]([F:1])([F:16])[F:17])=[CH:4][CH:5]=4)=[CH:10][C:11]3=[O:15])[CH:20]=[CH:21][C:22]=2[C:23]2[CH2:33][CH2:32][N:31]([C:34]([O:36][C:37]([CH3:40])([CH3:39])[CH3:38])=[O:35])[CH2:30][CH2:29][C:24]1=2. The yield is 0.300. (6) The reactants are [C:1]([CH2:3][C:4]([N:6]([CH:18]1[CH2:20][CH2:19]1)[C:7]([NH:9][C:10]1[CH:15]=[CH:14][C:13]([I:16])=[CH:12][C:11]=1[F:17])=[O:8])=[O:5])#[N:2].[OH-].[Na+]. The catalyst is O. The product is [NH2:2][C:1]1[N:9]([C:10]2[CH:15]=[CH:14][C:13]([I:16])=[CH:12][C:11]=2[F:17])[C:7](=[O:8])[N:6]([CH:18]2[CH2:19][CH2:20]2)[C:4](=[O:5])[CH:3]=1. The yield is 0.880. (7) The reactants are [C:1]([CH2:14][CH2:15][OH:16])([C:4]([C:7]([C:10]([F:13])([F:12])[F:11])([F:9])[F:8])([F:6])[F:5])([F:3])[F:2].O1C[CH2:20][CH2:19][CH2:18]1.[OH-].[Na+].BrCCC. The catalyst is [Cl-].C([N+](CC)(CC)CC)C1C=CC=CC=1.O.C1CCCCC1. The product is [C:1]([CH2:14][CH2:15][O:16][CH2:18][CH2:19][CH3:20])([C:4]([C:7]([C:10]([F:11])([F:12])[F:13])([F:9])[F:8])([F:6])[F:5])([F:3])[F:2]. The yield is 0.860.